Dataset: Reaction yield outcomes from USPTO patents with 853,638 reactions. Task: Predict the reaction yield, written as a fraction of the theoretical maximum amount of product (1.0 means a 100% yield; for example, 0.34 means a 34% yield). (1) The reactants are [CH2:1]([N:8]1[CH:12]=[CH:11][N:10]=[C:9]1[CH:13]1[CH:22]([C:23]2[CH:28]=[CH:27][C:26]([F:29])=[CH:25][CH:24]=2)[C:21](=O)[C:20]2[C:19]([C:31]([O:33]CC)=O)=[CH:18][CH:17]=[CH:16][C:15]=2[NH:14]1)[C:2]1[CH:7]=[CH:6][CH:5]=[CH:4][CH:3]=1.O.[NH2:37][NH2:38]. The catalyst is CO. The product is [CH2:1]([N:8]1[CH:12]=[CH:11][N:10]=[C:9]1[CH:13]1[NH:14][C:15]2[C:20]3[C:21](=[N:37][NH:38][C:31](=[O:33])[C:19]=3[CH:18]=[CH:17][CH:16]=2)[CH:22]1[C:23]1[CH:24]=[CH:25][C:26]([F:29])=[CH:27][CH:28]=1)[C:2]1[CH:7]=[CH:6][CH:5]=[CH:4][CH:3]=1. The yield is 0.960. (2) The reactants are [C:1]([CH2:3][CH2:4][C:5]([OH:7])=O)#[N:2].C(Cl)(=O)C(Cl)=O.[C:14]([C:18]1[CH:23]=[CH:22][CH:21]=[CH:20][C:19]=1[N:24]1[CH2:29][CH2:28][NH:27][CH2:26][CH2:25]1)([CH3:17])([CH3:16])[CH3:15].C(N(CC)CC)C.C(CCC(Cl)=O)#N. The catalyst is CN(C=O)C.C1COCC1.C(Cl)Cl. The product is [C:14]([C:18]1[CH:23]=[CH:22][CH:21]=[CH:20][C:19]=1[N:24]1[CH2:29][CH2:28][N:27]([C:5](=[O:7])[CH2:4][CH2:3][C:1]#[N:2])[CH2:26][CH2:25]1)([CH3:17])([CH3:15])[CH3:16]. The yield is 0.570. (3) The reactants are [F:1][C:2]([F:20])([F:19])[C:3](=O)[CH2:4][C:5]([C:7]1[CH:17]=[CH:16][C:10]2[O:11][CH2:12][C:13](=[O:15])[NH:14][C:9]=2[CH:8]=1)=O.[CH3:21][NH:22][NH2:23]. No catalyst specified. The product is [CH3:21][N:22]1[C:5]([C:7]2[CH:17]=[CH:16][C:10]3[O:11][CH2:12][C:13](=[O:15])[NH:14][C:9]=3[CH:8]=2)=[CH:4][C:3]([C:2]([F:20])([F:19])[F:1])=[N:23]1. The yield is 0.880. (4) The reactants are [F:1][C:2]1[CH:17]=[CH:16][C:5]2[N:6]([CH2:11][C@H:12]([CH3:15])[CH2:13]I)[C:7](=[O:10])[CH2:8][O:9][C:4]=2[CH:3]=1.[CH2:18]([CH:23]1[CH2:29][CH:28]2[NH:30][CH:25]([CH2:26][CH2:27]2)[CH2:24]1)[CH2:19][CH2:20][CH2:21][CH3:22]. The catalyst is CCCCCCC.CCOC(C)=O. The product is [F:1][C:2]1[CH:17]=[CH:16][C:5]2[N:6]([CH2:11][C@H:12]([CH3:15])[CH2:13][N:30]3[CH:25]4[CH2:26][CH2:27][CH:28]3[CH2:29][CH:23]([CH2:18][CH2:19][CH2:20][CH2:21][CH3:22])[CH2:24]4)[C:7](=[O:10])[CH2:8][O:9][C:4]=2[CH:3]=1. The yield is 0.290. (5) The yield is 0.550. The product is [F:15][C:14]([F:17])([F:16])[CH:13]([C:18]1[CH:23]=[C:22]([Cl:24])[C:21]([Cl:25])=[C:20]([Cl:26])[CH:19]=1)/[CH:12]=[CH:11]/[C:9]1[CH:8]=[CH:7][C:3]([C:4]([OH:6])=[O:5])=[C:2]([CH:27]=[CH2:28])[CH:10]=1. The catalyst is C1(C)C=CC=CC=1.C1C=CC([P]([Pd]([P](C2C=CC=CC=2)(C2C=CC=CC=2)C2C=CC=CC=2)([P](C2C=CC=CC=2)(C2C=CC=CC=2)C2C=CC=CC=2)[P](C2C=CC=CC=2)(C2C=CC=CC=2)C2C=CC=CC=2)(C2C=CC=CC=2)C2C=CC=CC=2)=CC=1. The reactants are Br[C:2]1[CH:10]=[C:9](/[CH:11]=[CH:12]/[CH:13]([C:18]2[CH:23]=[C:22]([Cl:24])[C:21]([Cl:25])=[C:20]([Cl:26])[CH:19]=2)[C:14]([F:17])([F:16])[F:15])[CH:8]=[CH:7][C:3]=1[C:4]([OH:6])=[O:5].[CH2:27]([Sn](CCCC)(CCCC)C=C)[CH2:28]CC.O. (6) The reactants are CC([O-])(C)C.[K+].[Cl:7][C:8]1[CH:9]=[CH:10][C:11]([N+:17]([O-:19])=[O:18])=[C:12]([CH:16]=1)[C:13]([OH:15])=[O:14].CO[NH2:22].Cl. The catalyst is CN(C=O)C.CC([O-])=O.CC([O-])=O.[Cu+2]. The product is [NH2:22][C:10]1[C:11]([N+:17]([O-:19])=[O:18])=[C:12]([CH:16]=[C:8]([Cl:7])[CH:9]=1)[C:13]([OH:15])=[O:14]. The yield is 1.00.